Dataset: Retrosynthesis with 50K atom-mapped reactions and 10 reaction types from USPTO. Task: Predict the reactants needed to synthesize the given product. (1) Given the product O=C(Nc1cccc(C2CCN(CCCCCSc3ccccc3)CC2)c1)C1CC1, predict the reactants needed to synthesize it. The reactants are: ClCCCCCSc1ccccc1.O=C(Nc1cccc(C2CCNCC2)c1)C1CC1. (2) Given the product Cn1c(=O)c(C(=O)NCC(=O)O)c(O)c2cc(C#CC3CC3)cnc21, predict the reactants needed to synthesize it. The reactants are: Cn1c(=O)c(C(=O)NCC(=O)OC(C)(C)C)c(O)c2cc(C#CC3CC3)cnc21.